Dataset: Reaction yield outcomes from USPTO patents with 853,638 reactions. Task: Predict the reaction yield, written as a fraction of the theoretical maximum amount of product (1.0 means a 100% yield; for example, 0.34 means a 34% yield). (1) The reactants are [NH2:1][C:2]1[CH:7]=[C:6]([S:8]([NH:11][C:12]2[CH:17]=[CH:16][CH:15]=[CH:14][CH:13]=2)(=[O:10])=[O:9])[CH:5]=[CH:4][C:3]=1[N:18]1[CH2:24][CH2:23][CH2:22][N:21]([C:25]([O:27][C:28]([CH3:31])([CH3:30])[CH3:29])=[O:26])[CH2:20][CH2:19]1.[CH3:32][S:33](Cl)(=[O:35])=[O:34].N1C=CC=CC=1. No catalyst specified. The product is [NH:11]([S:8]([C:6]1[CH:5]=[CH:4][C:3]([N:18]2[CH2:24][CH2:23][CH2:22][N:21]([C:25]([O:27][C:28]([CH3:31])([CH3:30])[CH3:29])=[O:26])[CH2:20][CH2:19]2)=[C:2]([NH:1][S:33]([CH3:32])(=[O:35])=[O:34])[CH:7]=1)(=[O:9])=[O:10])[C:12]1[CH:13]=[CH:14][CH:15]=[CH:16][CH:17]=1. The yield is 0.580. (2) The reactants are [CH3:1][N:2]1[CH:7]=[CH:6][C:5]([O:8]CC2C=CC=CC=2)=[C:4]([N+:16]([O-])=O)[C:3]1=[O:19].CCO.CN(C=O)C.[ClH:28]. The catalyst is CO.[Pd]. The product is [ClH:28].[NH2:16][C:4]1[C:3](=[O:19])[N:2]([CH3:1])[CH:7]=[CH:6][C:5]=1[OH:8]. The yield is 0.950. (3) The reactants are C([O:3][C:4]([C:6]1[CH:7]=[C:8]([CH:16]2[CH2:20][CH2:19][CH2:18][O:17]2)[N:9]2[C:14]=1[C:13]([Cl:15])=[CH:12][CH:11]=[CH:10]2)=[O:5])C.[OH-].[K+].O. The catalyst is CO. The product is [Cl:15][C:13]1[C:14]2[N:9]([C:8]([CH:16]3[CH2:20][CH2:19][CH2:18][O:17]3)=[CH:7][C:6]=2[C:4]([OH:5])=[O:3])[CH:10]=[CH:11][CH:12]=1. The yield is 0.646. (4) The reactants are [CH3:1][P:2](=[O:14])([CH3:13])[CH2:3][C:4]1[CH:9]=[CH:8][CH:7]=[C:6]([N+:10]([O-])=O)[CH:5]=1. The catalyst is CO.[Pd]. The product is [CH3:13][P:2]([CH2:3][C:4]1[CH:5]=[C:6]([CH:7]=[CH:8][CH:9]=1)[NH2:10])([CH3:1])=[O:14]. The yield is 0.960. (5) The reactants are [Cl:1][C:2]1[C:3]([O:12][CH3:13])=[C:4]([C:8]([Cl:11])=[CH:9][CH:10]=1)[C:5](O)=[O:6]. The catalyst is C1COCC1. The product is [Cl:1][C:2]1[C:3]([O:12][CH3:13])=[C:4]([CH2:5][OH:6])[C:8]([Cl:11])=[CH:9][CH:10]=1. The yield is 0.920.